Predict the reaction yield, written as a fraction of the theoretical maximum amount of product (1.0 means a 100% yield; for example, 0.34 means a 34% yield). From a dataset of Reaction yield outcomes from USPTO patents with 853,638 reactions. (1) The reactants are [CH2:1]([C:8](O)=O)[C:2]([CH2:4][C:5](O)=O)=[O:3].C([O-])(=O)C.[Na+].[C:16]([O:20][C:21](=[O:29])[N:22]([CH2:26]C=O)[CH2:23]C=O)([CH3:19])([CH3:18])[CH3:17].[CH2:30]([NH2:37])[C:31]1[CH:36]=[CH:35][CH:34]=[CH:33][CH:32]=1.C(=O)([O-])[O-].[K+].[K+]. The catalyst is O.Cl. The product is [C:16]([O:20][C:21]([N:22]1[CH2:26][CH:8]2[N:37]([CH2:30][C:31]3[CH:36]=[CH:35][CH:34]=[CH:33][CH:32]=3)[CH:5]([CH2:4][C:2](=[O:3])[CH2:1]2)[CH2:23]1)=[O:29])([CH3:19])([CH3:18])[CH3:17]. The yield is 0.480. (2) The reactants are [Cl:1][C:2]1[N:3]=[N:4][C:5](Cl)=[C:6]([CH3:9])[C:7]=1[CH3:8].[N:11]1[CH:16]=[CH:15][CH:14]=[CH:13][C:12]=1[CH2:17]C#N.C[Si]([N-][Si](C)(C)C)(C)C.[Na+].C1C[O:33]CC1. No catalyst specified. The product is [Cl:1][C:2]1[N:3]=[N:4][C:5]([C:17]([C:12]2[CH:13]=[CH:14][CH:15]=[CH:16][N:11]=2)=[O:33])=[C:6]([CH3:9])[C:7]=1[CH3:8]. The yield is 0.440. (3) The reactants are [Cl-].O[NH3+:3].[C:4](=[O:7])([O-])[OH:5].[Na+].CS(C)=O.[CH:13]1([O:17][C:18]2[CH:23]=[CH:22][C:21]([N:24]3[C:29](=[O:30])[C:28]([CH2:31][C:32]4[CH:37]=[CH:36][C:35]([C:38]5[C:39]([C:44]#[N:45])=[CH:40][CH:41]=[CH:42][CH:43]=5)=[CH:34][CH:33]=4)=[C:27]([CH2:46][CH2:47][CH3:48])[N:26]=[C:25]3[CH3:49])=[CH:20][C:19]=2[F:50])[CH2:16][CH2:15][CH2:14]1. The catalyst is O.C(OCC)(=O)C. The product is [CH:13]1([O:17][C:18]2[CH:23]=[CH:22][C:21]([N:24]3[C:29](=[O:30])[C:28]([CH2:31][C:32]4[CH:37]=[CH:36][C:35]([C:38]5[CH:43]=[CH:42][CH:41]=[CH:40][C:39]=5[C:44]5[NH:3][C:4](=[O:7])[O:5][N:45]=5)=[CH:34][CH:33]=4)=[C:27]([CH2:46][CH2:47][CH3:48])[N:26]=[C:25]3[CH3:49])=[CH:20][C:19]=2[F:50])[CH2:14][CH2:15][CH2:16]1. The yield is 0.520. (4) The reactants are C(O)(C(F)(F)F)=O.C(OC([N:15]1[CH2:18][CH:17]([C:19]([N:21]2[CH2:24][CH2:23][CH2:22]2)=[O:20])[CH2:16]1)=O)(C)(C)C. The catalyst is C(Cl)Cl. The product is [NH:15]1[CH2:18][CH:17]([C:19]([N:21]2[CH2:24][CH2:23][CH2:22]2)=[O:20])[CH2:16]1. The yield is 0.370. (5) The reactants are [CH3:1][C@@H:2]([C@@H:10]1[C@@:14]2([CH3:29])[CH2:15][CH2:16][C@@H:17]3[C@@:22]4([CH3:28])[CH2:23][CH2:24][C@H:25]([OH:27])[CH2:26][C:21]4=[CH:20][CH:19]=[C:18]3[C@@H:13]2[CH2:12][CH2:11]1)/[CH:3]=[CH:4]/[C@@H:5]([CH:7]([CH3:9])[CH3:8])[CH3:6].[C:30](OC(=O)C)(=[O:32])[CH3:31].O. The catalyst is N1C=CC=CC=1. The product is [C:30]([O:27][C@H:25]1[CH2:24][CH2:23][C@@:22]2([CH3:28])[C:21](=[CH:20][CH:19]=[C:18]3[C@@H:17]2[CH2:16][CH2:15][C@@:14]2([CH3:29])[C@H:13]3[CH2:12][CH2:11][C@@H:10]2[C@H:2]([CH3:1])/[CH:3]=[CH:4]/[C@H:5]([CH3:6])[CH:7]([CH3:8])[CH3:9])[CH2:26]1)(=[O:32])[CH3:31]. The yield is 0.740.